The task is: Predict the reactants needed to synthesize the given product.. This data is from Full USPTO retrosynthesis dataset with 1.9M reactions from patents (1976-2016). (1) Given the product [O:1]([C:8]1[N:13]=[CH:12][C:11]([CH:14]=[CH:15][C:16]([N:44]2[CH2:45][CH2:46][NH:41][C:42](=[O:47])[CH2:43]2)=[O:18])=[CH:10][CH:9]=1)[C:2]1[CH:3]=[CH:4][CH:5]=[CH:6][CH:7]=1, predict the reactants needed to synthesize it. The reactants are: [O:1]([C:8]1[N:13]=[CH:12][C:11]([CH:14]=[CH:15][C:16]([OH:18])=O)=[CH:10][CH:9]=1)[C:2]1[CH:7]=[CH:6][CH:5]=[CH:4][CH:3]=1.[B-](F)(F)(F)F.CCOC(C(C#N)=NOC(N(C)C)=[N+](C)C)=O.[NH:41]1[CH2:46][CH2:45][NH:44][CH2:43][C:42]1=[O:47]. (2) Given the product [C:38]([NH:37][C:35](=[O:36])[C:34]1[CH:42]=[CH:43][CH:44]=[C:32]([N:28]2[C:29]3[C:25](=[CH:24][C:23]([NH:22][C:19]4[C:20]5[N:12]([CH2:11][CH2:10][OH:9])[CH:13]=[CH:14][C:15]=5[N:16]=[CH:17][N:18]=4)=[CH:31][CH:30]=3)[CH:26]=[CH:27]2)[CH:33]=1)([CH3:41])([CH3:39])[CH3:40], predict the reactants needed to synthesize it. The reactants are: C([O:9][CH2:10][CH2:11][N:12]1[C:20]2[C:19](Cl)=[N:18][CH:17]=[N:16][C:15]=2[CH:14]=[CH:13]1)(=O)C1C=CC=CC=1.[NH2:22][C:23]1[CH:24]=[C:25]2[C:29](=[CH:30][CH:31]=1)[N:28]([C:32]1[CH:33]=[C:34]([CH:42]=[CH:43][CH:44]=1)[C:35]([NH:37][C:38]([CH3:41])([CH3:40])[CH3:39])=[O:36])[CH:27]=[CH:26]2.C(O)(C)C.[OH-].[Na+]. (3) Given the product [C:1]([O:5][C:6]([N:8]1[CH2:12][CH:11]([O:13][C:14]2[C:23]3[C:18](=[CH:19][C:20]([O:24][CH3:25])=[CH:21][CH:22]=3)[CH:17]=[CH:16][N:15]=2)[CH2:10][CH:9]1[C:26](=[O:36])[NH:27][C:28]1([C:33]([NH:44][S:43]([O:42][C:39]([CH3:41])([CH3:40])[C:38]([F:37])([F:48])[F:47])(=[O:45])=[O:46])=[O:35])[CH2:30][CH:29]1[CH2:31][CH3:32])=[O:7])([CH3:3])([CH3:4])[CH3:2], predict the reactants needed to synthesize it. The reactants are: [C:1]([O:5][C:6]([N:8]1[CH2:12][CH:11]([O:13][C:14]2[C:23]3[C:18](=[CH:19][C:20]([O:24][CH3:25])=[CH:21][CH:22]=3)[CH:17]=[CH:16][N:15]=2)[CH2:10][CH:9]1[C:26](=[O:36])[NH:27][C:28]1([C:33]([OH:35])=O)[CH2:30][CH:29]1[CH2:31][CH3:32])=[O:7])([CH3:4])([CH3:3])[CH3:2].[F:37][C:38]([F:48])([F:47])[C:39]([O:42][S:43](=[O:46])(=[O:45])[NH2:44])([CH3:41])[CH3:40]. (4) Given the product [Br:1][C:2]1[CH:3]=[CH:4][C:5]([C:8]2[CH2:12][CH:11]([C:13]3([OH:18])[CH2:17][CH2:16][S:20](=[O:25])(=[O:21])[CH2:14]3)[O:10][N:9]=2)=[N:6][CH:7]=1, predict the reactants needed to synthesize it. The reactants are: [Br:1][C:2]1[CH:3]=[CH:4][C:5]([C:8]2[CH2:12][CH:11]([C:13]3([OH:18])[CH2:17][CH2:16]S[CH2:14]3)[O:10][N:9]=2)=[N:6][CH:7]=1.O.[S:20]([O-:25])(O[O-])(=O)=[O:21].[K+].[K+]. (5) The reactants are: [OH:1][C:2]1[CH:11]=[C:10]([O:12][CH3:13])[CH:9]=[C:8](/[CH:14]=[CH:15]/[C:16]2[CH:21]=[CH:20][CH:19]=[CH:18][CH:17]=2)[C:3]=1[C:4]([O:6][CH3:7])=[O:5].S(Cl)([Cl:25])(=O)=O. Given the product [OH:1][C:2]1[CH:11]=[C:10]([O:12][CH3:13])[C:9]([Cl:25])=[C:8](/[CH:14]=[CH:15]/[C:16]2[CH:17]=[CH:18][CH:19]=[CH:20][CH:21]=2)[C:3]=1[C:4]([O:6][CH3:7])=[O:5], predict the reactants needed to synthesize it. (6) Given the product [N:21]1([CH2:20][CH2:19][O:18][C:11]2[C:12]3[C:17](=[CH:16][CH:15]=[CH:14][CH:13]=3)[C:8]([NH:7][C:5](=[O:6])[C:4]3[CH:27]=[CH:28][CH:29]=[C:2]([C:31]4[CH:36]=[CH:35][N:34]=[CH:33][CH:32]=4)[CH:3]=3)=[CH:9][CH:10]=2)[CH2:26][CH2:25][O:24][CH2:23][CH2:22]1, predict the reactants needed to synthesize it. The reactants are: Br[C:2]1[CH:3]=[C:4]([CH:27]=[CH:28][CH:29]=1)[C:5]([NH:7][C:8]1[C:17]2[C:12](=[CH:13][CH:14]=[CH:15][CH:16]=2)[C:11]([O:18][CH2:19][CH2:20][N:21]2[CH2:26][CH2:25][O:24][CH2:23][CH2:22]2)=[CH:10][CH:9]=1)=[O:6].B(O)(O)[C:31]1[CH:36]=[CH:35][N:34]=[CH:33][CH:32]=1. (7) Given the product [Cl:1][C:2]1[N:10]=[C:9]2[C:5]([N:6]=[C:7]([CH2:17][OH:18])[NH:8]2)=[C:4]([N:19]2[CH2:24][CH2:23][O:22][CH2:21][CH2:20]2)[N:3]=1, predict the reactants needed to synthesize it. The reactants are: [Cl:1][C:2]1[N:10]=[C:9]2[C:5]([N:6]=[C:7]([CH2:17][OH:18])[N:8]2C2CCCCO2)=[C:4]([N:19]2[CH2:24][CH2:23][O:22][CH2:21][CH2:20]2)[N:3]=1.C1(C)C=CC(S(O)(=O)=O)=CC=1. (8) The reactants are: [C:1]([CH:4](OS(C1C=CC(C)=CC=1)(=O)=O)[C:5]1[CH:10]=[CH:9][CH:8]=[CH:7][CH:6]=1)(=[O:3])[NH2:2].[F:22][C:23]1[CH:28]=[CH:27][CH:26]=[C:25]([F:29])[C:24]=1[CH2:30][CH2:31][C@H:32]1[C:41]2[C:36](=[CH:37][C:38]([O:44][CH3:45])=[C:39]([O:42][CH3:43])[CH:40]=2)[CH2:35][CH2:34][NH:33]1. Given the product [F:22][C:23]1[CH:28]=[CH:27][CH:26]=[C:25]([F:29])[C:24]=1[CH2:30][CH2:31][C@H:32]1[C:41]2[C:36](=[CH:37][C:38]([O:44][CH3:45])=[C:39]([O:42][CH3:43])[CH:40]=2)[CH2:35][CH2:34][N:33]1[C@H:4]([C:5]1[CH:6]=[CH:7][CH:8]=[CH:9][CH:10]=1)[C:1]([NH2:2])=[O:3], predict the reactants needed to synthesize it.